From a dataset of Catalyst prediction with 721,799 reactions and 888 catalyst types from USPTO. Predict which catalyst facilitates the given reaction. (1) Reactant: [CH:1]1([CH:4]([N:6]2[C:10]([NH2:11])=[CH:9][C:8]([CH3:12])=[N:7]2)[CH3:5])[CH2:3][CH2:2]1.[CH:13]1([C:16](=O)[CH2:17][C:18](=O)[C:19]([O:21][CH2:22][CH3:23])=[O:20])[CH2:15][CH2:14]1. Product: [CH:13]1([C:16]2[CH:17]=[C:18]([C:19]([O:21][CH2:22][CH3:23])=[O:20])[C:9]3[C:8]([CH3:12])=[N:7][N:6]([CH:4]([CH:1]4[CH2:3][CH2:2]4)[CH3:5])[C:10]=3[N:11]=2)[CH2:14][CH2:15]1. The catalyst class is: 11. (2) Reactant: [C:1]([O:4][CH:5](I)[CH3:6])(=[O:3])[CH3:2].[Cl:8][C:9]1[C:10]([F:49])=[C:11]([C@@H:15]2[C@:19]([C:22]3[CH:27]=[CH:26][C:25]([Cl:28])=[CH:24][C:23]=3[F:29])([C:20]#[N:21])[C@H:18]([CH2:30][C:31]([CH3:34])([CH3:33])[CH3:32])[NH:17][C@H:16]2[C:35]([NH:37][C:38]2[CH:46]=[CH:45][C:41]([C:42]([OH:44])=[O:43])=[CH:40][C:39]=2[O:47][CH3:48])=[O:36])[CH:12]=[CH:13][CH:14]=1.C(=O)([O-])[O-].[Cs+].[Cs+]. Product: [Cl:8][C:9]1[C:10]([F:49])=[C:11]([C@@H:15]2[C@:19]([C:22]3[CH:27]=[CH:26][C:25]([Cl:28])=[CH:24][C:23]=3[F:29])([C:20]#[N:21])[C@H:18]([CH2:30][C:31]([CH3:33])([CH3:34])[CH3:32])[NH:17][C@H:16]2[C:35]([NH:37][C:38]2[CH:46]=[CH:45][C:41]([C:42]([O:44][CH:5]([O:4][C:1](=[O:3])[CH3:2])[CH3:6])=[O:43])=[CH:40][C:39]=2[O:47][CH3:48])=[O:36])[CH:12]=[CH:13][CH:14]=1. The catalyst class is: 42. (3) Reactant: [Cl:1][C:2]1[CH:3]=[C:4]2[O:8][C:7]([C:9]3[N:10]=[C:11]4[N:15]([CH:16]=3)[N:14]=[C:13]([O:17][CH3:18])[S:12]4)=[CH:6][C:5]2=[C:19]([OH:21])[CH:20]=1.[C:22]1([C:28]2[S:29][CH:30]=[C:31]([CH2:33]O)[N:32]=2)[CH:27]=[CH:26][CH:25]=[CH:24][CH:23]=1.C(P(CCCC)CCCC)CCC.C1CCN(C(N=NC(N2CCCCC2)=O)=O)CC1. Product: [Cl:1][C:2]1[CH:20]=[C:19]([O:21][CH2:33][C:31]2[N:32]=[C:28]([C:22]3[CH:23]=[CH:24][CH:25]=[CH:26][CH:27]=3)[S:29][CH:30]=2)[C:5]2[CH:6]=[C:7]([C:9]3[N:10]=[C:11]4[N:15]([CH:16]=3)[N:14]=[C:13]([O:17][CH3:18])[S:12]4)[O:8][C:4]=2[CH:3]=1. The catalyst class is: 49. (4) Reactant: Br[C:2]1[CH:7]=[CH:6][C:5]([C@@H:8]([C:21]2[CH:26]=[CH:25][CH:24]=[CH:23][CH:22]=2)[O:9][C@@H:10]([CH2:17][CH:18]([CH3:20])[CH3:19])[C:11]([NH:13][CH2:14][C:15]#[N:16])=[O:12])=[CH:4][CH:3]=1.C([O-])([O-])=O.[Na+].[Na+].[CH3:33][N:34]([CH:36]=O)[CH3:35]. Product: [C:15]([CH2:14][NH:13][C:11](=[O:12])[C@@H:10]([O:9][C@H:8]([C:21]1[CH:26]=[CH:25][CH:24]=[CH:23][CH:22]=1)[C:5]1[CH:6]=[CH:7][C:2]([C:2]2[CH:7]=[CH:6][C:33]([N:34]3[CH2:36][CH2:14][NH:13][CH2:11][CH2:35]3)=[CH:4][CH:3]=2)=[CH:3][CH:4]=1)[CH2:17][CH:18]([CH3:20])[CH3:19])#[N:16]. The catalyst class is: 140. (5) Reactant: CN(C)C=O.[CH2:6]([C:9]1[C:17]([OH:18])=[CH:16][CH:15]=[C:14]2[C:10]=1[CH2:11][O:12][C:13]2([C:23]([F:26])([F:25])[F:24])[C:19]([F:22])([F:21])[F:20])[CH2:7][CH3:8].[Br:27][CH2:28][CH2:29][CH2:30][CH2:31]Br.C(=O)([O-])[O-].[K+].[K+]. Product: [Br:27][CH2:28][CH2:29][CH2:30][CH2:31][O:18][C:17]1[C:9]([CH2:6][CH2:7][CH3:8])=[C:10]2[C:14](=[CH:15][CH:16]=1)[C:13]([C:23]([F:26])([F:24])[F:25])([C:19]([F:20])([F:21])[F:22])[O:12][CH2:11]2. The catalyst class is: 6. (6) Reactant: [Cl:1][C:2]1[S:6][C:5]([C:7]([O:9]C)=[O:8])=[CH:4][C:3]=1[C:11]1[N:15]([CH3:16])[N:14]=[N:13][CH:12]=1.[Li+].[OH-]. Product: [Cl:1][C:2]1[S:6][C:5]([C:7]([OH:9])=[O:8])=[CH:4][C:3]=1[C:11]1[N:15]([CH3:16])[N:14]=[N:13][CH:12]=1. The catalyst class is: 1. (7) Reactant: [Cl:1][C:2]1[C:3]([CH3:39])=[N:4][O:5][C:6]=1[N:7](COCCOC)[S:8]([C:11]1[C:19]2[C:14](=[N:15][CH:16]=[CH:17][CH:18]=2)[S:13][C:12]=1[C:20](=[O:32])[CH2:21][CH2:22][C:23]1[CH:28]=[CH:27][C:26]2[O:29][CH2:30][O:31][C:25]=2[CH:24]=1)(=[O:10])=[O:9].Cl. Product: [Cl:1][C:2]1[C:3]([CH3:39])=[N:4][O:5][C:6]=1[NH:7][S:8]([C:11]1[C:19]2[C:14](=[N:15][CH:16]=[CH:17][CH:18]=2)[S:13][C:12]=1[C:20](=[O:32])[CH2:21][CH2:22][C:23]1[CH:28]=[CH:27][C:26]2[O:29][CH2:30][O:31][C:25]=2[CH:24]=1)(=[O:9])=[O:10]. The catalyst class is: 5.